This data is from Full USPTO retrosynthesis dataset with 1.9M reactions from patents (1976-2016). The task is: Predict the reactants needed to synthesize the given product. (1) Given the product [F:1][C:2]1[CH:7]=[CH:6][C:5]([O:8][CH3:9])=[CH:4][C:3]=1[C:10]1[CH:15]=[CH:14][C:13]([OH:16])=[CH:12][C:11]=1[O:27][CH2:28][O:29][CH3:30], predict the reactants needed to synthesize it. The reactants are: [F:1][C:2]1[CH:7]=[CH:6][C:5]([O:8][CH3:9])=[CH:4][C:3]=1[C:10]1[CH:15]=[CH:14][C:13]([O:16][Si](C(C)C)(C(C)C)C(C)C)=[CH:12][C:11]=1[O:27][CH2:28][O:29][CH3:30].[F-].C([N+](CCCC)(CCCC)CCCC)CCC.[Cl-].[NH4+]. (2) Given the product [OH:19][C:20]1[C:21](=[O:22])[C:13]2[CH:8]3[C:7]([CH3:31])([CH:11]([OH:12])[CH2:10][CH2:9]3)[CH2:6][CH:5]([O:4][C:2](=[O:3])[CH3:1])[C:14]=2[C:15]2([CH3:30])[C:16]=1[C:17](=[CH:58][N:57]([CH2:56][CH2:55][CH2:54][N:51]1[CH2:50][CH2:49][N:48]([C:45]3[CH:44]=[CH:43][C:42]([O:41][CH3:40])=[CH:47][CH:46]=3)[CH2:53][CH2:52]1)[CH3:32])[C:23](=[O:24])[O:25][CH:26]2[CH2:27][O:28][CH3:29], predict the reactants needed to synthesize it. The reactants are: [CH3:1][C:2]([O:4][C@H:5]1[C:14]2[C@@:15]3([CH3:30])[C@@H:26]([CH2:27][O:28][CH3:29])[O:25][C:23](=[O:24])[C:17]4=C[O:19][C:20]([C:21](=[O:22])[C:13]=2[C@@H:8]2[CH2:9][CH2:10][C@H:11]([OH:12])[C@@:7]2([CH3:31])[CH2:6]1)=[C:16]34)=[O:3].[CH2:32](N(CC)CC)C.Cl.[CH3:40][O:41][C:42]1[CH:47]=[CH:46][C:45]([N:48]2[CH2:53][CH2:52][N:51]([CH2:54][CH2:55][CH2:56][NH:57][CH3:58])[CH2:50][CH2:49]2)=[CH:44][CH:43]=1.